This data is from Peptide-MHC class I binding affinity with 185,985 pairs from IEDB/IMGT. The task is: Regression. Given a peptide amino acid sequence and an MHC pseudo amino acid sequence, predict their binding affinity value. This is MHC class I binding data. (1) The peptide sequence is VMAASGAPF. The MHC is HLA-A02:03 with pseudo-sequence HLA-A02:03. The binding affinity (normalized) is 0.787. (2) The peptide sequence is ISLTVWIPM. The MHC is H-2-Kb with pseudo-sequence H-2-Kb. The binding affinity (normalized) is 0.302. (3) The peptide sequence is MSDIFASEV. The MHC is HLA-B40:01 with pseudo-sequence HLA-B40:01. The binding affinity (normalized) is 0.0847. (4) The peptide sequence is FPFLYKFLL. The MHC is HLA-B40:02 with pseudo-sequence HLA-B40:02. The binding affinity (normalized) is 0.301. (5) The peptide sequence is SSFIVPEFAK. The MHC is HLA-A31:01 with pseudo-sequence HLA-A31:01. The binding affinity (normalized) is 0.154. (6) The peptide sequence is SWHHTSDDF. The MHC is HLA-B39:01 with pseudo-sequence HLA-B39:01. The binding affinity (normalized) is 0.0847. (7) The peptide sequence is AAVDLSHFL. The MHC is HLA-A26:01 with pseudo-sequence HLA-A26:01. The binding affinity (normalized) is 0. (8) The peptide sequence is QQLRVESSSK. The MHC is HLA-A31:01 with pseudo-sequence HLA-A31:01. The binding affinity (normalized) is 0.438. (9) The peptide sequence is RIYSHIAPY. The MHC is HLA-A02:12 with pseudo-sequence HLA-A02:12. The binding affinity (normalized) is 0.430. (10) The peptide sequence is VPRRKAKII. The MHC is HLA-B08:01 with pseudo-sequence HLA-B08:01. The binding affinity (normalized) is 0.860.